This data is from Peptide-MHC class I binding affinity with 185,985 pairs from IEDB/IMGT. The task is: Regression. Given a peptide amino acid sequence and an MHC pseudo amino acid sequence, predict their binding affinity value. This is MHC class I binding data. (1) The peptide sequence is IVQPENLEY. The MHC is HLA-A01:01 with pseudo-sequence HLA-A01:01. The binding affinity (normalized) is 0.423. (2) The peptide sequence is LMMNGTSAM. The MHC is HLA-B45:06 with pseudo-sequence HLA-B45:06. The binding affinity (normalized) is 0.213. (3) The peptide sequence is FQLQNRVPF. The MHC is H-2-Db with pseudo-sequence H-2-Db. The binding affinity (normalized) is 0.853. (4) The peptide sequence is QYSPHSFMA. The MHC is HLA-A26:01 with pseudo-sequence HLA-A26:01. The binding affinity (normalized) is 0.0847.